From a dataset of Catalyst prediction with 721,799 reactions and 888 catalyst types from USPTO. Predict which catalyst facilitates the given reaction. (1) Reactant: [CH2:1]([O:3][C:4]([C:6]1[O:7][C:8]2[CH:15]=[CH:14][C:13]([Br:16])=[C:12]([OH:17])[C:9]=2[C:10]=1[CH3:11])=[O:5])[CH3:2].C(=O)([O-])[O-].[K+].[K+].Br[CH:25]([CH3:27])[CH3:26]. Product: [Br:16][C:13]1[CH:14]=[CH:15][C:8]2[O:7][C:6]([C:4]([O:3][CH2:1][CH3:2])=[O:5])=[C:10]([CH3:11])[C:9]=2[C:12]=1[O:17][CH:25]([CH3:27])[CH3:26]. The catalyst class is: 3. (2) Reactant: [Cl:1][C:2]1[C:7]([O:8][CH3:9])=[CH:6][C:5]([O:10][CH3:11])=[C:4]([Cl:12])[C:3]=1[C:13]1[C:24](=[O:25])[NH:23][C:16]2[N:17]=[C:18]([S:21][CH3:22])[N:19]=[CH:20][C:15]=2[CH:14]=1.I[CH2:27][CH2:28][N:29]1[CH2:34][CH2:33][N:32]([C:35]([O:37][C:38]([CH3:41])([CH3:40])[CH3:39])=[O:36])[CH2:31][CH2:30]1.C([O-])([O-])=O.[K+].[K+]. Product: [Cl:1][C:2]1[C:7]([O:8][CH3:9])=[CH:6][C:5]([O:10][CH3:11])=[C:4]([Cl:12])[C:3]=1[C:13]1[C:24](=[O:25])[N:23]([CH2:27][CH2:28][N:29]2[CH2:34][CH2:33][N:32]([C:35]([O:37][C:38]([CH3:39])([CH3:41])[CH3:40])=[O:36])[CH2:31][CH2:30]2)[C:16]2[N:17]=[C:18]([S:21][CH3:22])[N:19]=[CH:20][C:15]=2[CH:14]=1. The catalyst class is: 21. (3) Reactant: [OH:1][CH2:2][CH2:3][CH2:4][O:5][N:6]1[C:14](=[O:15])[C:13]2[C:8](=[CH:9][CH:10]=[CH:11][CH:12]=2)[C:7]1=[O:16].N1C=CN=C1.[Si:22](Cl)([C:25]([CH3:28])([CH3:27])[CH3:26])([CH3:24])[CH3:23].Cl. Product: [C:25]([Si:22]([CH3:24])([CH3:23])[O:1][CH2:2][CH2:3][CH2:4][O:5][N:6]1[C:14](=[O:15])[C:13]2[C:8](=[CH:9][CH:10]=[CH:11][CH:12]=2)[C:7]1=[O:16])([CH3:28])([CH3:27])[CH3:26]. The catalyst class is: 4. (4) Reactant: C([O:3][C:4](=O)[C:5]1[CH:10]=[CH:9][C:8]([Br:11])=[CH:7][CH:6]=1)C.O.[NH2:14][NH2:15]. Product: [Br:11][C:8]1[CH:9]=[CH:10][C:5]([C:4]([NH:14][NH2:15])=[O:3])=[CH:6][CH:7]=1. The catalyst class is: 5.